Dataset: Full USPTO retrosynthesis dataset with 1.9M reactions from patents (1976-2016). Task: Predict the reactants needed to synthesize the given product. (1) Given the product [O:25]1[C:26]2[CH:32]=[CH:31][CH:30]=[CH:29][C:27]=2[CH:28]=[C:24]1[C:22]([NH:21][C@@H:5]([CH2:4][CH2:3][CH2:2][NH:1][C:41](=[O:42])[CH2:40][CH2:39][C:33]1[CH:38]=[CH:37][CH:36]=[CH:35][CH:34]=1)[C:6]([NH:8][CH2:9][CH2:10][C:11]1[CH:20]=[CH:19][C:14]([C:15]([O:17][CH3:18])=[O:16])=[CH:13][CH:12]=1)=[O:7])=[O:23], predict the reactants needed to synthesize it. The reactants are: [NH2:1][CH2:2][CH2:3][CH2:4][C@H:5]([NH:21][C:22]([C:24]1[O:25][C:26]2[CH:32]=[CH:31][CH:30]=[CH:29][C:27]=2[CH:28]=1)=[O:23])[C:6]([NH:8][CH2:9][CH2:10][C:11]1[CH:20]=[CH:19][C:14]([C:15]([O:17][CH3:18])=[O:16])=[CH:13][CH:12]=1)=[O:7].[C:33]1([CH2:39][CH2:40][C:41](O)=[O:42])[CH:38]=[CH:37][CH:36]=[CH:35][CH:34]=1.C1C=CC2N(O)N=NC=2C=1. (2) Given the product [CH2:3]([C:5]1[CH:10]=[CH:9][C:8]([NH2:11])=[CH:7][C:6]=1[O:14][CH3:15])[CH3:4], predict the reactants needed to synthesize it. The reactants are: [Cl-].[NH4+].[CH2:3]([C:5]1[CH:10]=[CH:9][C:8]([N+:11]([O-])=O)=[CH:7][C:6]=1[O:14][CH3:15])[CH3:4].C(O)(=O)C. (3) Given the product [OH:8][CH2:9][CH2:10][N:11]([C@@H:19]1[C@@H:23]([C:24]2[CH:29]=[CH:28][CH:27]=[CH:26][CH:25]=2)[CH2:22][N:21]([S:30]([C:33]2[N:34]=[CH:35][N:36]([CH3:38])[CH:37]=2)(=[O:32])=[O:31])[CH2:20]1)[C:12](=[O:18])[O:13][C:14]([CH3:17])([CH3:16])[CH3:15], predict the reactants needed to synthesize it. The reactants are: [Si]([O:8][CH2:9][CH2:10][N:11]([C@@H:19]1[C@@H:23]([C:24]2[CH:29]=[CH:28][CH:27]=[CH:26][CH:25]=2)[CH2:22][N:21]([S:30]([C:33]2[N:34]=[CH:35][N:36]([CH3:38])[CH:37]=2)(=[O:32])=[O:31])[CH2:20]1)[C:12](=[O:18])[O:13][C:14]([CH3:17])([CH3:16])[CH3:15])(C(C)(C)C)(C)C.O.[F-].C([N+](CCCC)(CCCC)CCCC)CCC. (4) Given the product [Cl:7][C:8]1[C:9]([CH3:36])=[C:10]([S:14]([N:17]2[CH2:22][CH2:21][CH2:20][C@H:19]([NH:23][C:24]([N:1]3[CH2:6][CH2:5][CH2:4][CH2:3][CH2:2]3)=[O:35])[CH2:18]2)(=[O:15])=[O:16])[CH:11]=[CH:12][CH:13]=1, predict the reactants needed to synthesize it. The reactants are: [NH:1]1[CH2:6][CH2:5][CH2:4][CH2:3][CH2:2]1.[Cl:7][C:8]1[C:9]([CH3:36])=[C:10]([S:14]([N:17]2[CH2:22][CH2:21][CH2:20][C@H:19]([NH:23][C:24](=[O:35])OC3C=CC([N+]([O-])=O)=CC=3)[CH2:18]2)(=[O:16])=[O:15])[CH:11]=[CH:12][CH:13]=1.O1CCCC1. (5) Given the product [NH2:37][C:34]([CH3:36])([CH3:35])[C:33]([NH:32][C@H:10]([CH2:9][O:8][CH2:1][C:2]1[CH:7]=[CH:6][CH:5]=[CH:4][CH:3]=1)[C:11]([N:13]1[CH2:31][CH2:30][CH2:29][C:15]2([C:19](=[O:20])[N:18]([CH3:21])[CH2:17][CH:16]2[C:22]2[CH:27]=[CH:26][C:25]([CH3:28])=[CH:24][CH:23]=2)[CH2:14]1)=[O:12])=[O:45], predict the reactants needed to synthesize it. The reactants are: [CH2:1]([O:8][CH2:9][C@@H:10]([NH:32][C:33](=[O:45])[C:34]([NH:37]C(=O)OC(C)(C)C)([CH3:36])[CH3:35])[C:11]([N:13]1[CH2:31][CH2:30][CH2:29][C:15]2([C:19](=[O:20])[N:18]([CH3:21])[CH2:17][CH:16]2[C:22]2[CH:27]=[CH:26][C:25]([CH3:28])=[CH:24][CH:23]=2)[CH2:14]1)=[O:12])[C:2]1[CH:7]=[CH:6][CH:5]=[CH:4][CH:3]=1.C(O)(C(F)(F)F)=O.[OH-].[Na+]. (6) Given the product [CH3:32][N:31]([CH2:30][C:29]1[C:6]([O:5][CH2:4][CH:1]2[CH2:2][CH2:3]2)=[CH:7][C:8]2[O:12][N:11]=[C:10]([CH2:13][CH2:14][CH:15]3[CH2:20][CH2:19][NH:18][CH2:17][CH2:16]3)[C:9]=2[CH:28]=1)[CH3:33], predict the reactants needed to synthesize it. The reactants are: [CH:1]1([CH2:4][O:5][C:6]2[C:29]([CH2:30][N:31]([CH3:33])[CH3:32])=[CH:28][C:9]3[C:10]([CH2:13][CH2:14][CH:15]4[CH2:20][CH2:19][N:18](C(OC(C)(C)C)=O)[CH2:17][CH2:16]4)=[N:11][O:12][C:8]=3[CH:7]=2)[CH2:3][CH2:2]1.Cl. (7) Given the product [N:22]1([C:20]([C:11]2([C:14]3[CH:19]=[CH:18][CH:17]=[CH:16][CH:15]=3)[CH2:10][CH2:9][NH:8][CH2:13][CH2:12]2)=[O:21])[CH2:27][CH2:26][O:25][CH2:24][CH2:23]1, predict the reactants needed to synthesize it. The reactants are: C(OC([N:8]1[CH2:13][CH2:12][C:11]([C:20]([N:22]2[CH2:27][CH2:26][O:25][CH2:24][CH2:23]2)=[O:21])([C:14]2[CH:19]=[CH:18][CH:17]=[CH:16][CH:15]=2)[CH2:10][CH2:9]1)=O)(C)(C)C.FC(F)(F)C(O)=O.[OH-].[Na+]. (8) The reactants are: [F:1][C:2]1[CH:7]=[CH:6][C:5]([CH2:8][C:9]([OH:11])=O)=[CH:4][CH:3]=1.[CH:12]1([NH2:15])[CH2:14][CH2:13]1.ON1C2C=CC=CC=2N=N1.CN(C)CCCN=C=NCC. Given the product [CH:12]1([NH:15][C:9](=[O:11])[CH2:8][C:5]2[CH:4]=[CH:3][C:2]([F:1])=[CH:7][CH:6]=2)[CH2:14][CH2:13]1, predict the reactants needed to synthesize it. (9) Given the product [CH3:43][C:41]1([CH3:42])[CH:40]([C:44]([O:46][CH2:47][C:50]2[CH:51]=[C:52]([CH2:53][C:54]3[CH:55]=[CH:31][CH:30]=[CH:25][CH:26]=3)[O:56][CH:57]=2)=[O:45])[CH:39]1[CH:63]=[C:11]1[CH2:12][CH2:13][CH2:14][CH2:9]1, predict the reactants needed to synthesize it. The reactants are: CC1(C)[C@H](C(OC[C:9]2[C:14](F)=[C:13](F)[CH:12]=[C:11](F)C=2F)=O)[C@H]1C=C(Cl)Cl.Br[CH:25]([CH:30]1C(C([O-])=O)[C:31]1(C)C)[C:26](Br)(Cl)Cl.C[C:39]1([CH3:63])[C:41]([CH3:43])([CH3:42])[CH:40]1[C:44]([O:46][CH:47]([C:50]1[CH:55]=[CH:54][CH:53]=[C:52]([O:56][C:57]2C=CC=CC=2)[CH:51]=1)C#N)=[O:45].CC1(C)[C@H](C(OCC2C(F)=C(F)C(F)=C(F)C=2F)=O)[C@H]1C=C(Cl)Cl.ClC(Cl)=CC1C(C([O-])=O)C1(C)C. (10) Given the product [C:22]([O:32][CH2:33][CH2:34][CH2:35][NH2:36])(=[O:31])[CH:23]=[CH:24][C:25]1[CH:30]=[CH:29][CH:28]=[CH:27][CH:26]=1, predict the reactants needed to synthesize it. The reactants are: ON1C(=O)CCC1=O.CCN=C=NCCCN(C)C.Cl.Cl.[C:22]([O:32][CH2:33][CH2:34][CH2:35][NH2:36])(=[O:31])[CH:23]=[CH:24][C:25]1[CH:30]=[CH:29][CH:28]=[CH:27][CH:26]=1.C(=O)([O-])O.[Na+].[Cl-].[Na+].